From a dataset of Catalyst prediction with 721,799 reactions and 888 catalyst types from USPTO. Predict which catalyst facilitates the given reaction. (1) Reactant: [C:1]([C:4]1[C:5]([NH:11][C@@H:12]2[CH2:17][CH2:16][N:15]([C:18]([O:20][C:21]([CH3:24])([CH3:23])[CH3:22])=[O:19])[CH2:14][C@@H:13]2[CH2:25][OH:26])=[CH:6][C:7]([Cl:10])=[N:8][CH:9]=1)(=[O:3])[NH2:2].[C:27]([Si:31](Cl)([CH3:33])[CH3:32])([CH3:30])([CH3:29])[CH3:28].N1C=CN=C1.O. Product: [Si:31]([O:26][CH2:25][C@@H:13]1[C@H:12]([NH:11][C:5]2[C:4]([C:1](=[O:3])[NH2:2])=[CH:9][N:8]=[C:7]([Cl:10])[CH:6]=2)[CH2:17][CH2:16][N:15]([C:18]([O:20][C:21]([CH3:22])([CH3:23])[CH3:24])=[O:19])[CH2:14]1)([C:27]([CH3:30])([CH3:29])[CH3:28])([CH3:33])[CH3:32]. The catalyst class is: 3. (2) Reactant: [CH3:1][C:2]([O:5][C:6]([NH:8][CH2:9][C:10]([OH:12])=O)=[O:7])([CH3:4])[CH3:3].C1C=CC2N(O)N=NC=2C=1.C(Cl)CCl.C(N1CCOCC1)C.[F:35][CH2:36][CH:37]([O:40][C:41]1[CH:48]=[CH:47][C:46]([C:49]2[O:53][N:52]=[C:51]([C:54]3[CH:64]=[CH:63][C:57]4[CH2:58][CH2:59][NH:60][CH2:61][CH2:62][C:56]=4[CH:55]=3)[N:50]=2)=[CH:45][C:42]=1[C:43]#[N:44])[CH2:38][F:39]. Product: [C:43]([C:42]1[CH:45]=[C:46]([C:49]2[O:53][N:52]=[C:51]([C:54]3[CH:64]=[CH:63][C:57]4[CH2:58][CH2:59][N:60]([C:10](=[O:12])[CH2:9][NH:8][C:6](=[O:7])[O:5][C:2]([CH3:1])([CH3:3])[CH3:4])[CH2:61][CH2:62][C:56]=4[CH:55]=3)[N:50]=2)[CH:47]=[CH:48][C:41]=1[O:40][CH:37]([CH2:38][F:39])[CH2:36][F:35])#[N:44]. The catalyst class is: 3. (3) Reactant: [C:1]([N:4]1[CH2:9][CH2:8][CH:7]([C:10]([N:12]2[CH2:17][CH2:16][N:15]([C:18]3[C:19]([C:29](=O)[CH3:30])=[CH:20][C:21]([Cl:28])=[C:22]4[C:27]=3[N:26]=[CH:25][CH:24]=[CH:23]4)[CH2:14][CH2:13]2)=[O:11])[CH2:6][CH2:5]1)(=[O:3])[CH3:2].C([O-])(=O)C.[NH4+].C([BH3-])#[N:38].[Na+].O1CCCC1. Product: [C:1]([N:4]1[CH2:5][CH2:6][CH:7]([C:10]([N:12]2[CH2:17][CH2:16][N:15]([C:18]3[C:19]([CH:29]([NH2:38])[CH3:30])=[CH:20][C:21]([Cl:28])=[C:22]4[C:27]=3[N:26]=[CH:25][CH:24]=[CH:23]4)[CH2:14][CH2:13]2)=[O:11])[CH2:8][CH2:9]1)(=[O:3])[CH3:2]. The catalyst class is: 449. (4) Reactant: Br[C:2]1[N:3]=[C:4]2[C:10]([C:11](=[O:16])[C:12]([CH3:15])([CH3:14])[CH3:13])=[CH:9][N:8]([CH2:17][O:18][CH2:19][CH2:20][Si:21]([CH3:24])([CH3:23])[CH3:22])[C:5]2=[N:6][CH:7]=1.[NH2:25][C:26]1[CH:27]=[CH:28][C:29]([CH2:32][OH:33])=[N:30][CH:31]=1.CC([O-])(C)C.[Na+].C1C=CC(P(C2C(C3C(P(C4C=CC=CC=4)C4C=CC=CC=4)=CC=C4C=3C=CC=C4)=C3C(C=CC=C3)=CC=2)C2C=CC=CC=2)=CC=1. Product: [OH:33][CH2:32][C:29]1[N:30]=[CH:31][C:26]([NH:25][C:2]2[N:3]=[C:4]3[C:10]([C:11](=[O:16])[C:12]([CH3:15])([CH3:14])[CH3:13])=[CH:9][N:8]([CH2:17][O:18][CH2:19][CH2:20][Si:21]([CH3:24])([CH3:23])[CH3:22])[C:5]3=[N:6][CH:7]=2)=[CH:27][CH:28]=1. The catalyst class is: 101. (5) Reactant: [Cl:1][C:2]1[CH:8]=[CH:7][C:5]([NH2:6])=[C:4]([F:9])[CH:3]=1.[S:10]1(=[O:16])(=[O:15])[CH2:14][CH:13]=[CH:12][CH2:11]1.C(=O)([O-])[O-].[Cs+].[Cs+].O. Product: [Cl:1][C:2]1[CH:8]=[CH:7][C:5]([NH:6][CH:12]2[CH2:13][CH2:14][S:10](=[O:16])(=[O:15])[CH2:11]2)=[C:4]([F:9])[CH:3]=1. The catalyst class is: 9. (6) Reactant: [O:1]1[CH:7]=[CH:6][CH:5]([C:8]2[CH:9]=[C:10]([CH:13]=[CH:14][CH:15]=2)[C:11]#[N:12])[CH2:4][O:3][CH2:2]1. Product: [O:1]1[CH2:7][CH2:6][CH:5]([C:8]2[CH:9]=[C:10]([CH:13]=[CH:14][CH:15]=2)[C:11]#[N:12])[CH2:4][O:3][CH2:2]1. The catalyst class is: 153. (7) Reactant: [OH:1][C@@H:2]1[CH2:7][N:6]([C:8]([C:10]2[CH:15]=[CH:14][CH:13]=[CH:12][C:11]=2[N:16]2[N:20]=[CH:19][CH:18]=[N:17]2)=[O:9])[C@H:5]([CH3:21])[CH2:4][CH2:3]1.C1(P(C2C=CC=CC=2)C2C=CC=CC=2)C=CC=CC=1.[N+:41]([C:44]1[CH:52]=[CH:51][C:47]([C:48](O)=[O:49])=[CH:46][CH:45]=1)([O-:43])=[O:42].CCOC(/N=N/C(OCC)=O)=O. Product: [N+:41]([C:44]1[CH:45]=[CH:46][C:47]([C:48]([O:1][C@@H:2]2[CH2:3][CH2:4][C@@H:5]([CH3:21])[N:6]([C:8]([C:10]3[CH:15]=[CH:14][CH:13]=[CH:12][C:11]=3[N:16]3[N:20]=[CH:19][CH:18]=[N:17]3)=[O:9])[CH2:7]2)=[O:49])=[CH:51][CH:52]=1)([O-:43])=[O:42]. The catalyst class is: 247.